Dataset: Forward reaction prediction with 1.9M reactions from USPTO patents (1976-2016). Task: Predict the product of the given reaction. (1) Given the reactants C([O:8][NH:9][C:10](=[O:45])[CH2:11][CH2:12][CH2:13][CH2:14][CH2:15][NH:16][C:17](=[O:44])[C@@H:18]([NH:29][C:30](=[O:43])[CH2:31][CH2:32][CH2:33][C:34]1[C:42]2[C:37](=[CH:38][CH:39]=[CH:40][CH:41]=2)[NH:36][CH:35]=1)[CH2:19][C:20]1[C:28]2[C:23](=[CH:24][CH:25]=[CH:26][CH:27]=2)[NH:22][CH:21]=1)C1C=CC=CC=1, predict the reaction product. The product is: [OH:8][NH:9][C:10](=[O:45])[CH2:11][CH2:12][CH2:13][CH2:14][CH2:15][NH:16][C:17](=[O:44])[C@@H:18]([NH:29][C:30](=[O:43])[CH2:31][CH2:32][CH2:33][C:34]1[C:42]2[C:37](=[CH:38][CH:39]=[CH:40][CH:41]=2)[NH:36][CH:35]=1)[CH2:19][C:20]1[C:28]2[C:23](=[CH:24][CH:25]=[CH:26][CH:27]=2)[NH:22][CH:21]=1. (2) Given the reactants [Cl:1][C:2]1[CH:11]=[C:10]2[C:5]([C:6]([N:12]3[CH2:17][CH2:16][NH:15][CH2:14][CH2:13]3)=[CH:7][CH:8]=[N:9]2)=[CH:4][CH:3]=1.C([O-])(O)=O.[Na+].[N:23]#[C:24]Br, predict the reaction product. The product is: [Cl:1][C:2]1[CH:11]=[C:10]2[C:5]([C:6]([N:12]3[CH2:17][CH2:16][N:15]([C:24]#[N:23])[CH2:14][CH2:13]3)=[CH:7][CH:8]=[N:9]2)=[CH:4][CH:3]=1. (3) Given the reactants [N:1]1([C:7]([C:9]2[S:13][C:12]([C:14]#[N:15])=[CH:11][CH:10]=2)=[O:8])[CH2:6][CH2:5][CH2:4][CH2:3][CH2:2]1.C([O-])(=O)C.[Na+].Cl.[NH2:22]O.[F:24][C:25]([F:36])([F:35])[C:26](O[C:26](=[O:27])[C:25]([F:36])([F:35])[F:24])=[O:27], predict the reaction product. The product is: [N:1]1([C:7]([C:9]2[S:13][C:12]([C:14]3[N:22]=[C:26]([C:25]([F:36])([F:35])[F:24])[O:27][N:15]=3)=[CH:11][CH:10]=2)=[O:8])[CH2:6][CH2:5][CH2:4][CH2:3][CH2:2]1. (4) Given the reactants F[C:2]1[CH:3]=[C:4]([OH:11])[CH:5]=[CH:6][C:7]=1[N+:8]([O-:10])=[O:9].Cl.[CH3:13][NH2:14], predict the reaction product. The product is: [CH3:13][NH:14][C:2]1[CH:3]=[C:4]([OH:11])[CH:5]=[CH:6][C:7]=1[N+:8]([O-:10])=[O:9].